Dataset: Ames mutagenicity test results for genotoxicity prediction. Task: Regression/Classification. Given a drug SMILES string, predict its toxicity properties. Task type varies by dataset: regression for continuous values (e.g., LD50, hERG inhibition percentage) or binary classification for toxic/non-toxic outcomes (e.g., AMES mutagenicity, cardiotoxicity, hepatotoxicity). Dataset: ames. (1) The molecule is CC1(C)CC(N=C=O)CC(C)(CN=C=O)C1. The result is 0 (non-mutagenic). (2) The molecule is O[C@@H]1Cc2cc3cccc4ccc5ccc1c2c5c43. The result is 1 (mutagenic). (3) The drug is CCCC[C@@H](CC)COP(OC[C@H](CC)CCCC)OC[C@H](CC)CCCC. The result is 0 (non-mutagenic). (4) The result is 0 (non-mutagenic). The compound is Fc1cnc2cccc(F)c2c1. (5) The molecule is CCc1cccc(CC)c1N. The result is 1 (mutagenic). (6) The drug is O=C(O)Cc1ccc(Cl)cc1. The result is 0 (non-mutagenic).